This data is from NCI-60 drug combinations with 297,098 pairs across 59 cell lines. The task is: Regression. Given two drug SMILES strings and cell line genomic features, predict the synergy score measuring deviation from expected non-interaction effect. (1) Drug 1: CC(CN1CC(=O)NC(=O)C1)N2CC(=O)NC(=O)C2. Drug 2: C1=NNC2=C1C(=O)NC=N2. Cell line: KM12. Synergy scores: CSS=29.8, Synergy_ZIP=4.99, Synergy_Bliss=5.12, Synergy_Loewe=7.54, Synergy_HSA=12.4. (2) Drug 2: CC1=C(C(CCC1)(C)C)C=CC(=CC=CC(=CC(=O)O)C)C. Cell line: U251. Synergy scores: CSS=-7.57, Synergy_ZIP=2.71, Synergy_Bliss=-3.46, Synergy_Loewe=-8.93, Synergy_HSA=-9.36. Drug 1: C1CCC(C1)C(CC#N)N2C=C(C=N2)C3=C4C=CNC4=NC=N3. (3) Drug 1: CC1C(C(=O)NC(C(=O)N2CCCC2C(=O)N(CC(=O)N(C(C(=O)O1)C(C)C)C)C)C(C)C)NC(=O)C3=C4C(=C(C=C3)C)OC5=C(C(=O)C(=C(C5=N4)C(=O)NC6C(OC(=O)C(N(C(=O)CN(C(=O)C7CCCN7C(=O)C(NC6=O)C(C)C)C)C)C(C)C)C)N)C. Drug 2: CC1CCC2CC(C(=CC=CC=CC(CC(C(=O)C(C(C(=CC(C(=O)CC(OC(=O)C3CCCCN3C(=O)C(=O)C1(O2)O)C(C)CC4CCC(C(C4)OC)O)C)C)O)OC)C)C)C)OC. Cell line: HL-60(TB). Synergy scores: CSS=1.47, Synergy_ZIP=-0.150, Synergy_Bliss=8.92, Synergy_Loewe=4.90, Synergy_HSA=4.42.